The task is: Predict the reactants needed to synthesize the given product.. This data is from Full USPTO retrosynthesis dataset with 1.9M reactions from patents (1976-2016). (1) Given the product [I:1][C:2]1[CH:3]=[C:4]([NH:9][C:10]([C:11]2[CH:16]=[CH:15][C:14]([N:17]3[CH2:18][CH2:19][N:20]([C:33]([CH:24]4[CH2:25][CH2:26][CH:27]([C:30]([OH:32])=[O:31])[CH2:28][CH2:29]4)=[O:34])[CH2:21][CH2:22]3)=[N:13][CH:12]=2)=[O:23])[CH:5]=[CH:6][C:7]=1[CH3:8], predict the reactants needed to synthesize it. The reactants are: [I:1][C:2]1[CH:3]=[C:4]([NH:9][C:10](=[O:23])[C:11]2[CH:16]=[CH:15][C:14]([N:17]3[CH2:22][CH2:21][NH:20][CH2:19][CH2:18]3)=[N:13][CH:12]=2)[CH:5]=[CH:6][C:7]=1[CH3:8].[C@H:24]1([C:33](O)=[O:34])[CH2:29][CH2:28][C@H:27]([C:30]([OH:32])=[O:31])[CH2:26][CH2:25]1.CCN=C=NCCCN(C)C. (2) Given the product [NH:1]1[C:9](=[O:11])[CH2:8][NH:7][C@H:3]2[CH2:4][CH2:5][CH2:6][C@H:2]12, predict the reactants needed to synthesize it. The reactants are: [NH2:1][C@H:2]1[CH2:6][CH2:5][CH2:4][C@@H:3]1[NH:7][CH2:8][C:9]([O:11]CC)=O.C(N(CC)CC)C. (3) The reactants are: [N+:1]([C:4]1[CH:9]=[CH:8][CH:7]=[CH:6][C:5]=1[OH:10])([O-:3])=[O:2].C([O-])([O-])=O.[K+].[K+].[CH2:17](Br)[C:18]1[CH:23]=[CH:22][CH:21]=[CH:20][CH:19]=1. Given the product [CH2:17]([O:10][C:5]1[CH:6]=[CH:7][CH:8]=[CH:9][C:4]=1[N+:1]([O-:3])=[O:2])[C:18]1[CH:23]=[CH:22][CH:21]=[CH:20][CH:19]=1, predict the reactants needed to synthesize it. (4) Given the product [CH2:11]([C:8]([C:4]1[CH:3]=[C:2]([I:1])[CH:7]=[CH:6][N:5]=1)([CH2:14][CH3:15])[C:9]#[N:10])[CH3:12], predict the reactants needed to synthesize it. The reactants are: [I:1][C:2]1[CH:7]=[CH:6][N:5]=[C:4]([CH:8]([CH2:11][CH3:12])[C:9]#[N:10])[CH:3]=1.I[CH2:14][CH3:15].NC1N=CC(C2C=CN=C(C3(C#N)CCOCC3)C=2)=NC=1C1ON=C(C2C=CC(CNC)=CC=2)C=1. (5) Given the product [CH:2]([CH:15]1[C:20](=[O:21])[CH2:19][CH2:18][N:17]([CH:30]([C:25]2[CH:26]=[CH:27][CH:28]=[CH:29][C:24]=2[O:23][CH3:22])[CH3:31])[CH2:16]1)([C:9]1[CH:14]=[CH:13][CH:12]=[CH:11][CH:10]=1)[C:3]1[CH:4]=[CH:5][CH:6]=[CH:7][CH:8]=1, predict the reactants needed to synthesize it. The reactants are: Cl.[CH:2]([CH:15]1[C:20](=[O:21])[CH2:19][CH2:18][NH:17][CH2:16]1)([C:9]1[CH:14]=[CH:13][CH:12]=[CH:11][CH:10]=1)[C:3]1[CH:8]=[CH:7][CH:6]=[CH:5][CH:4]=1.[CH3:22][O:23][C:24]1[CH:29]=[CH:28][CH:27]=[CH:26][C:25]=1[CH:30](O)[CH3:31].C(N(C(C)C)CC)(C)C. (6) Given the product [CH3:26][O:25][C:22]1[CH:23]=[C:24]2[C:19](=[CH:20][C:21]=1[O:27][CH3:28])[N:18]=[CH:17][CH:16]=[C:15]2[O:13][C:5]1[C:4]2[C:9](=[CH:10][CH:11]=[C:2]([F:1])[CH:3]=2)[N:8]=[C:7]([CH3:12])[CH:6]=1, predict the reactants needed to synthesize it. The reactants are: [F:1][C:2]1[CH:3]=[C:4]2[C:9](=[CH:10][CH:11]=1)[N:8]=[C:7]([CH3:12])[CH:6]=[C:5]2[OH:13].Cl[C:15]1[C:24]2[C:19](=[CH:20][C:21]([O:27][CH3:28])=[C:22]([O:25][CH3:26])[CH:23]=2)[N:18]=[CH:17][CH:16]=1.O.